Dataset: Full USPTO retrosynthesis dataset with 1.9M reactions from patents (1976-2016). Task: Predict the reactants needed to synthesize the given product. (1) The reactants are: [H-].[Na+].[I:3][C:4]1[CH:5]=[C:6]2[C:19](=[CH:20][C:21]=1[N+:22]([O-:24])=[O:23])[CH2:18][C@:8]1([C:16]3[C:11](=[N:12][CH:13]=[CH:14][CH:15]=3)[NH:10][C:9]1=[O:17])[CH2:7]2.[CH3:25][Si:26]([CH3:33])([CH3:32])[CH2:27][CH2:28][O:29][CH2:30]Cl. Given the product [I:3][C:4]1[CH:5]=[C:6]2[C:19](=[CH:20][C:21]=1[N+:22]([O-:24])=[O:23])[CH2:18][C@:8]1([C:16]3[C:11](=[N:12][CH:13]=[CH:14][CH:15]=3)[N:10]([CH2:30][O:29][CH2:28][CH2:27][Si:26]([CH3:33])([CH3:32])[CH3:25])[C:9]1=[O:17])[CH2:7]2, predict the reactants needed to synthesize it. (2) Given the product [C:44]([C:2]1[CH:42]=[CH:41][CH:40]=[CH:39][C:3]=1[CH2:4][N:5]([CH2:28][C:29]([C:31]1[C:36]([Cl:37])=[CH:35][N:34]=[CH:33][C:32]=1[Cl:38])=[O:30])[C:6]([C:8]1[CH:9]=[N:10][N:11]([C@H:17]2[CH2:22][CH2:21][C@H:20]([C:23]([O:25][CH2:26][CH3:27])=[O:24])[CH2:19][CH2:18]2)[C:12]=1[C:13]([F:16])([F:15])[F:14])=[O:7])#[N:46], predict the reactants needed to synthesize it. The reactants are: Br[C:2]1[CH:42]=[CH:41][CH:40]=[CH:39][C:3]=1[CH2:4][N:5]([CH2:28][C:29]([C:31]1[C:36]([Cl:37])=[CH:35][N:34]=[CH:33][C:32]=1[Cl:38])=[O:30])[C:6]([C:8]1[CH:9]=[N:10][N:11]([C@H:17]2[CH2:22][CH2:21][C@H:20]([C:23]([O:25][CH2:26][CH3:27])=[O:24])[CH2:19][CH2:18]2)[C:12]=1[C:13]([F:16])([F:15])[F:14])=[O:7].C[C:44]([N:46](C)C)=O. (3) Given the product [Br:22][C:19]1[CH:20]=[CH:21][C:16]([CH2:15][C:13]2[CH:14]=[CH:9][N:23]=[N:11][CH:12]=2)=[CH:17][CH:18]=1, predict the reactants needed to synthesize it. The reactants are: C(O[C:9]1C=[N:11][CH:12]=[C:13]([CH2:15][C:16]2[CH:21]=[CH:20][C:19]([Br:22])=[CH:18][CH:17]=2)[CH:14]=1)C1C=CC=CC=1.[N:23]1C=CC(C(O)=O)=CN=1. (4) Given the product [CH3:12][CH:11]1[C:6]2[C:7](=[C:2]([CH3:1])[CH:3]=[CH:4][CH:5]=2)[CH2:8][CH2:9][CH2:10]1, predict the reactants needed to synthesize it. The reactants are: [CH3:1][C:2]1[C:7]([CH2:8][CH2:9][CH2:10][CH:11]=[CH2:12])=[CH:6][CH:5]=[CH:4][CH:3]=1.